Dataset: Reaction yield outcomes from USPTO patents with 853,638 reactions. Task: Predict the reaction yield, written as a fraction of the theoretical maximum amount of product (1.0 means a 100% yield; for example, 0.34 means a 34% yield). (1) The reactants are [CH2:1]([N:3]1[C:11]2[C:6](=[CH:7][CH:8]=[C:9]([O:12][CH3:13])[CH:10]=2)[C:5]([C:14]([OH:16])=O)=[CH:4]1)[CH3:2].C(Cl)Cl.C(Cl)(=O)C(Cl)=O.[NH4+:26].[OH-]. The catalyst is CN(C=O)C. The product is [CH2:1]([N:3]1[C:11]2[C:6](=[CH:7][CH:8]=[C:9]([O:12][CH3:13])[CH:10]=2)[C:5]([C:14]([NH2:26])=[O:16])=[CH:4]1)[CH3:2]. The yield is 0.540. (2) The reactants are CS(O[CH2:6][CH:7]1[N:17]2[CH:18]3[CH:13]([N:14]=[CH:15][C:16]2=[O:19])[CH:12]=[CH:11][C:10](=[O:20])[N:9]3[CH2:8]1)(=O)=O.N1C=CC=CC=1.[NH:27]1[CH2:32][CH2:31][CH:30]([NH:33][C:34](=[O:40])[O:35][C:36]([CH3:39])([CH3:38])[CH3:37])[CH2:29][CH2:28]1.CO. The catalyst is C(#N)C.C(Cl)Cl. The product is [O:19]=[C:16]1[CH:15]=[N:14][C:13]2=[C:18]3[N:17]1[CH:7]([CH2:6][N:27]1[CH2:28][CH2:29][CH:30]([NH:33][C:34](=[O:40])[O:35][C:36]([CH3:38])([CH3:37])[CH3:39])[CH2:31][CH2:32]1)[CH2:8][N:9]3[C:10](=[O:20])[CH:11]=[CH:12]2. The yield is 0.568.